Dataset: Full USPTO retrosynthesis dataset with 1.9M reactions from patents (1976-2016). Task: Predict the reactants needed to synthesize the given product. (1) The reactants are: [CH:1]1([C:4]2[N:8](C(OC(C)(C)C)=O)[C:7]3[CH:16]=[C:17]([C:29]4[C:30]([CH3:35])=[N:31][O:32][C:33]=4[CH3:34])[CH:18]=[C:19]([C:20]([C:22]4[N:23]=[N:24][C:25]([CH3:28])=[CH:26][CH:27]=4)=[O:21])[C:6]=3[N:5]=2)[CH2:3][CH2:2]1.C(O)(C(F)(F)F)=O. Given the product [CH:1]1([C:4]2[NH:8][C:7]3[CH:16]=[C:17]([C:29]4[C:30]([CH3:35])=[N:31][O:32][C:33]=4[CH3:34])[CH:18]=[C:19]([C:20]([C:22]4[N:23]=[N:24][C:25]([CH3:28])=[CH:26][CH:27]=4)=[O:21])[C:6]=3[N:5]=2)[CH2:3][CH2:2]1, predict the reactants needed to synthesize it. (2) Given the product [Br:1][C:2]1[S:3][CH:4]=[C:5]([C:7]([NH2:11])=[O:9])[N:6]=1, predict the reactants needed to synthesize it. The reactants are: [Br:1][C:2]1[S:3][CH:4]=[C:5]([C:7]([OH:9])=O)[N:6]=1.C[N:11](C=O)C.S(Cl)(Cl)=O.[OH-].[NH4+]. (3) Given the product [C:1]1([C@H:7]2[N:15]([C:17]3[CH:18]=[CH:19][C:20]4[O:21][CH2:22][C:23](=[O:27])[NH:24][C:25]=4[N:26]=3)[CH2:14][C:10]3([CH2:13][O:12][CH2:11]3)[O:9][CH2:8]2)[CH:2]=[CH:3][CH:4]=[CH:5][CH:6]=1, predict the reactants needed to synthesize it. The reactants are: [C:1]1([C@H:7]2[NH:15][CH2:14][C:10]3([CH2:13][O:12][CH2:11]3)[O:9][CH2:8]2)[CH:6]=[CH:5][CH:4]=[CH:3][CH:2]=1.Br[C:17]1[CH:18]=[CH:19][C:20]2[O:21][CH2:22][C:23](=[O:27])[NH:24][C:25]=2[N:26]=1. (4) Given the product [CH3:24][C:17]1[N:18]=[C:19]([C:21]([N:32]2[CH2:37][CH2:36][CH2:35][CH2:34][CH2:33]2)=[O:23])[O:20][C:16]=1[CH2:15][NH:14][C:12]([C:9]1[CH:8]=[C:7]([NH:6][C:4](=[O:5])[C:3]2[CH:25]=[C:26]([F:30])[C:27]([F:29])=[CH:28][C:2]=2[Cl:1])[NH:11][N:10]=1)=[O:13], predict the reactants needed to synthesize it. The reactants are: [Cl:1][C:2]1[CH:28]=[C:27]([F:29])[C:26]([F:30])=[CH:25][C:3]=1[C:4]([NH:6][C:7]1[NH:11][N:10]=[C:9]([C:12]([NH:14][CH2:15][C:16]2[O:20][C:19]([C:21]([O-:23])=O)=[N:18][C:17]=2[CH3:24])=[O:13])[CH:8]=1)=[O:5].[Na+].[NH:32]1[CH2:37][CH2:36][CH2:35][CH2:34][CH2:33]1.Cl.O.ON1C2C=CC=CC=2N=N1.CCN=C=NCCCN(C)C.Cl.C(=O)([O-])O.[Na+]. (5) Given the product [F:12][C:13]1[CH:18]=[CH:17][C:16]([C:9]2([OH:11])[C:10]3[N:1]=[CH:2][CH:3]=[CH:4][C:5]=3[CH2:6][CH2:7][CH2:8]2)=[CH:15][CH:14]=1, predict the reactants needed to synthesize it. The reactants are: [N:1]1[C:10]2[C:9](=[O:11])[CH2:8][CH2:7][CH2:6][C:5]=2[CH:4]=[CH:3][CH:2]=1.[F:12][C:13]1[CH:18]=[CH:17][C:16]([Mg]Br)=[CH:15][CH:14]=1. (6) Given the product [Br:1][C:2]1[CH:18]=[CH:17][C:16]([O:19][CH3:20])=[CH:15][C:3]=1[CH2:4][CH:5]1[CH2:10][CH2:9][N:8]([CH2:11][CH2:12][CH2:13][N:14]2[CH2:22][C:23]3[C:24](=[CH:29][CH:30]=[CH:31][CH:32]=3)[C:25]2=[O:26])[CH2:7][CH2:6]1, predict the reactants needed to synthesize it. The reactants are: [Br:1][C:2]1[CH:18]=[CH:17][C:16]([O:19][CH3:20])=[CH:15][C:3]=1[CH2:4][CH:5]1[CH2:10][CH2:9][N:8]([CH2:11][CH2:12][CH2:13][NH2:14])[CH2:7][CH2:6]1.Br[CH2:22][C:23]1[CH:32]=[CH:31][CH:30]=[CH:29][C:24]=1[C:25](OC)=[O:26].C(N(CC)CC)C. (7) Given the product [Cl:27][C:22]1[CH:23]=[CH:24][CH:25]=[CH:26][C:21]=1[C:20]1[C:14]2[O:13][CH:12]([CH2:11][NH2:10])[CH2:16][C:15]=2[CH:17]=[CH:18][CH:19]=1, predict the reactants needed to synthesize it. The reactants are: C(OC(=O)[NH:10][CH2:11][CH:12]1[CH2:16][C:15]2[CH:17]=[CH:18][CH:19]=[C:20]([C:21]3[CH:26]=[CH:25][CH:24]=[CH:23][C:22]=3[Cl:27])[C:14]=2[O:13]1)C1C=CC=CC=1.I[Si](C)(C)C.Cl. (8) Given the product [CH3:20][O:21][C:22]1[CH:29]=[CH:28][C:25]([CH:26]=[C:8]([C:9]([O:11][CH2:12][CH3:13])=[O:10])[C:7]([O:15][CH2:16][CH3:17])=[O:14])=[CH:24][CH:23]=1, predict the reactants needed to synthesize it. The reactants are: N1CCCCC1.[C:7]([O:15][CH2:16][CH3:17])(=[O:14])[CH2:8][C:9]([O:11][CH2:12][CH3:13])=[O:10].CO[CH2:20][O:21][C:22]1[CH:29]=[CH:28][C:25]([CH:26]=O)=[CH:24][CH:23]=1.C(OCC)(=O)C. (9) The reactants are: [CH3:1][N:2]([CH3:32])[CH2:3][CH2:4][CH2:5][NH:6]C(C1C=C(C2C=CC(CSCCOC3C=CC=CC=3)=CC=2)C=CC=1)=O.[O:33]([CH2:40][CH2:41][S:42][CH2:43][C:44]1[CH:45]=[C:46]([C:50]2[CH:55]=[CH:54][C:53]([C:56](O)=[O:57])=[CH:52][CH:51]=2)[CH:47]=[CH:48][CH:49]=1)[C:34]1[CH:39]=[CH:38][CH:37]=[CH:36][CH:35]=1.CN(C)CCCN. Given the product [CH3:1][N:2]([CH3:32])[CH2:3][CH2:4][CH2:5][NH:6][C:56]([C:53]1[CH:52]=[CH:51][C:50]([C:46]2[CH:47]=[CH:48][CH:49]=[C:44]([CH2:43][S:42][CH2:41][CH2:40][O:33][C:34]3[CH:39]=[CH:38][CH:37]=[CH:36][CH:35]=3)[CH:45]=2)=[CH:55][CH:54]=1)=[O:57], predict the reactants needed to synthesize it.